Task: Predict the reactants needed to synthesize the given product.. Dataset: Full USPTO retrosynthesis dataset with 1.9M reactions from patents (1976-2016) (1) Given the product [N+:9]([C:12]1[CH:13]=[C:14]([S:18]([NH:1][C:2]2[O:6][N:5]=[C:4]([CH3:7])[C:3]=2[Br:8])(=[O:20])=[O:19])[CH:15]=[CH:16][CH:17]=1)([O-:11])=[O:10], predict the reactants needed to synthesize it. The reactants are: [NH2:1][C:2]1[O:6][N:5]=[C:4]([CH3:7])[C:3]=1[Br:8].[N+:9]([C:12]1[CH:13]=[C:14]([S:18](Cl)(=[O:20])=[O:19])[CH:15]=[CH:16][CH:17]=1)([O-:11])=[O:10]. (2) Given the product [F:1][C:2]1[CH:7]=[CH:6][C:5]([F:8])=[CH:4][C:3]=1[C@H:9]1[CH2:13][CH2:12][CH2:11][N:10]1[C:14]1[CH:19]=[CH:18][N:17]2[N:20]=[CH:21][C:22]([NH:23][C:31]([C:28]3([C:26]([O:25][CH3:24])=[O:27])[CH2:30][CH2:29]3)=[O:32])=[C:16]2[N:15]=1, predict the reactants needed to synthesize it. The reactants are: [F:1][C:2]1[CH:7]=[CH:6][C:5]([F:8])=[CH:4][C:3]=1[C@H:9]1[CH2:13][CH2:12][CH2:11][N:10]1[C:14]1[CH:19]=[CH:18][N:17]2[N:20]=[CH:21][C:22]([NH2:23])=[C:16]2[N:15]=1.[CH3:24][O:25][C:26]([C:28]1([C:31](O)=[O:32])[CH2:30][CH2:29]1)=[O:27].CN(C(ON1N=NC2C=CC=NC1=2)=[N+](C)C)C.F[P-](F)(F)(F)(F)F.CCN(C(C)C)C(C)C. (3) Given the product [Cl:1][C:2]1[N:7]=[C:6]([C:8]2[S:12][C:11]([N:13]3[CH2:14][CH2:15][O:16][CH2:17][CH2:18]3)=[N:10][C:9]=2[C:19]2[C:20]([F:26])=[C:21]([NH:22][S:30]([CH:27]3[CH2:29][CH2:28]3)(=[O:32])=[O:31])[CH:23]=[CH:24][CH:25]=2)[CH:5]=[CH:4][N:3]=1, predict the reactants needed to synthesize it. The reactants are: [Cl:1][C:2]1[N:7]=[C:6]([C:8]2[S:12][C:11]([N:13]3[CH2:18][CH2:17][O:16][CH2:15][CH2:14]3)=[N:10][C:9]=2[C:19]2[C:20]([F:26])=[C:21]([CH:23]=[CH:24][CH:25]=2)[NH2:22])[CH:5]=[CH:4][N:3]=1.[CH:27]1([S:30](Cl)(=[O:32])=[O:31])[CH2:29][CH2:28]1. (4) Given the product [CH3:23][N:2]([CH3:1])[C:3]1[N:8]=[CH:7][C:6]([NH:9][C:10]([NH:38][CH2:37][C:36]2[C:31]([N:28]3[CH2:29][CH2:30][CH:25]([CH3:24])[CH2:26][CH2:27]3)=[N:32][C:33]([C:39]([F:42])([F:40])[F:41])=[CH:34][CH:35]=2)=[O:18])=[CH:5][C:4]=1[C:19]([F:20])([F:21])[F:22], predict the reactants needed to synthesize it. The reactants are: [CH3:1][N:2]([CH3:23])[C:3]1[N:8]=[CH:7][C:6]([NH:9][C:10](=[O:18])OC2C=CC=CC=2)=[CH:5][C:4]=1[C:19]([F:22])([F:21])[F:20].[CH3:24][CH:25]1[CH2:30][CH2:29][N:28]([C:31]2[C:36]([CH2:37][NH2:38])=[CH:35][CH:34]=[C:33]([C:39]([F:42])([F:41])[F:40])[N:32]=2)[CH2:27][CH2:26]1.C(N(CC)CC)C. (5) Given the product [CH2:12]([O:11][C:7]1[CH:6]=[C:5]([OH:4])[CH:10]=[CH:9][CH:8]=1)[C:13]1[CH:14]=[CH:15][CH:16]=[CH:17][CH:18]=1, predict the reactants needed to synthesize it. The reactants are: C([O:4][C:5]1[CH:10]=[CH:9][CH:8]=[C:7]([O:11][CH2:12][C:13]2[CH:18]=[CH:17][CH:16]=[CH:15][CH:14]=2)[CH:6]=1)(=O)C.[OH-].[Na+].Cl. (6) Given the product [CH:27]1([NH:33][C:4]([C:6]2[S:7][C:8]([C:19]3[CH:20]=[CH:21][C:22]([O:25][CH3:26])=[CH:23][CH:24]=3)=[C:9]([C:11]3[CH:16]=[CH:15][C:14]([O:17][CH3:18])=[CH:13][CH:12]=3)[N:10]=2)=[O:5])[CH2:32][CH2:31][CH2:30][CH2:29][CH2:28]1, predict the reactants needed to synthesize it. The reactants are: C(O[C:4]([C:6]1[S:7][C:8]([C:19]2[CH:24]=[CH:23][C:22]([O:25][CH3:26])=[CH:21][CH:20]=2)=[C:9]([C:11]2[CH:16]=[CH:15][C:14]([O:17][CH3:18])=[CH:13][CH:12]=2)[N:10]=1)=[O:5])C.[CH:27]1([NH2:33])[CH2:32][CH2:31][CH2:30][CH2:29][CH2:28]1.